Dataset: Forward reaction prediction with 1.9M reactions from USPTO patents (1976-2016). Task: Predict the product of the given reaction. (1) Given the reactants [C:1]1([C:7]2[C:11]([CH3:12])=[N:10][N:9]([CH2:13][CH2:14][N:15]([CH3:17])[CH3:16])[C:8]=2[NH2:18])[CH2:6][CH2:5][CH2:4][CH2:3][CH:2]=1.C(N=[C:22]=[O:23])C.C(OCC)(=O)C, predict the reaction product. The product is: [CH3:16][N:15]([CH3:17])[CH2:14][CH2:13][N:9]1[C:8]2[NH:18][C:22](=[O:23])[C:2]3[CH2:3][CH2:4][CH2:5][CH2:6][C:1]=3[C:7]=2[C:11]([CH3:12])=[N:10]1. (2) Given the reactants C[O:2][C:3](=[O:68])/[CH:4]=[CH:5]\[CH:6]=[CH:7]\[C@@H:8]([CH3:67])[C@@H:9]([O:59][Si:60]([C:63]([CH3:66])([CH3:65])[CH3:64])([CH3:62])[CH3:61])[CH2:10][C@H:11]([O:51][Si:52]([C:55]([CH3:58])([CH3:57])[CH3:56])([CH3:54])[CH3:53])/[CH:12]=[CH:13]\[C@H:14]([CH3:50])[C@H:15]([O:42][Si:43]([C:46]([CH3:49])([CH3:48])[CH3:47])([CH3:45])[CH3:44])[C@@H:16]([CH3:41])[CH2:17][C@@H:18]([CH3:40])[CH2:19][CH2:20][C@H:21]([O:32][Si:33]([C:36]([CH3:39])([CH3:38])[CH3:37])([CH3:35])[CH3:34])[C@H:22]([CH3:31])[C@@H:23]([OH:30])[C@@H:24]([CH3:29])/[CH:25]=[CH:26]\[CH:27]=[CH2:28].[OH-].[K+], predict the reaction product. The product is: [Si:60]([O:59][C@@H:9]([CH2:10][C@H:11]([O:51][Si:52]([C:55]([CH3:58])([CH3:57])[CH3:56])([CH3:53])[CH3:54])/[CH:12]=[CH:13]\[C@H:14]([CH3:50])[C@H:15]([O:42][Si:43]([C:46]([CH3:49])([CH3:48])[CH3:47])([CH3:44])[CH3:45])[C@@H:16]([CH3:41])[CH2:17][C@@H:18]([CH3:40])[CH2:19][CH2:20][C@H:21]([O:32][Si:33]([C:36]([CH3:37])([CH3:38])[CH3:39])([CH3:35])[CH3:34])[C@H:22]([CH3:31])[C@@H:23]([OH:30])[C@@H:24]([CH3:29])/[CH:25]=[CH:26]\[CH:27]=[CH2:28])[C@H:8]([CH3:67])/[CH:7]=[CH:6]/[CH:5]=[CH:4]\[C:3]([OH:68])=[O:2])([C:63]([CH3:64])([CH3:65])[CH3:66])([CH3:62])[CH3:61]. (3) Given the reactants [CH3:1][N:2]1[C:6]([C:7]2[S:19][C:10]3[N:11]=[CH:12][N:13]=[C:14]([S:15]([CH3:18])(=[O:17])=[O:16])[C:9]=3[CH:8]=2)=[C:5]([C:20]2[CH:25]=[CH:24][CH:23]=[CH:22][CH:21]=2)[N:4]=[CH:3]1.[F:26]C1C=CC(C2N=CN(C)C=2C2SC3N=CN=C(SC)C=3C=2)=CC=1, predict the reaction product. The product is: [F:26][C:23]1[CH:24]=[CH:25][C:20]([C:5]2[N:4]=[CH:3][N:2]([CH3:1])[C:6]=2[C:7]2[S:19][C:10]3[N:11]=[CH:12][N:13]=[C:14]([S:15]([CH3:18])(=[O:17])=[O:16])[C:9]=3[CH:8]=2)=[CH:21][CH:22]=1. (4) Given the reactants [Cl:1][C:2]1[C:7]([S:8]([N:11]2[CH2:16][CH2:15][S:14][CH2:13][CH2:12]2)(=[O:10])=[O:9])=[C:6]([OH:17])[C:5]([N+:18]([O-:20])=[O:19])=[CH:4][CH:3]=1.I([O-])(=O)(=O)=[O:22].[Na+], predict the reaction product. The product is: [Cl:1][C:2]1[C:7]([S:8]([N:11]2[CH2:12][CH2:13][S:14](=[O:22])[CH2:15][CH2:16]2)(=[O:9])=[O:10])=[C:6]([OH:17])[C:5]([N+:18]([O-:20])=[O:19])=[CH:4][CH:3]=1. (5) Given the reactants [CH2:1]([O:3][C:4]([C@H:6]1[CH2:8][C@@H:7]1[C:9]1[CH:14]=[CH:13][C:12]([O:15][C@H:16]2[C:24]3[C:19](=[C:20]([OH:26])[CH:21]=[CH:22][C:23]=3[F:25])[CH2:18][CH2:17]2)=[CH:11][CH:10]=1)=[O:5])[CH3:2].F[C:28]1[CH:35]=[CH:34][C:31]([C:32]#[N:33])=[CH:30][CH:29]=1.C(=O)([O-])[O-].[Cs+].[Cs+], predict the reaction product. The product is: [CH2:1]([O:3][C:4]([C@H:6]1[CH2:8][C@@H:7]1[C:9]1[CH:10]=[CH:11][C:12]([O:15][C@H:16]2[C:24]3[C:19](=[C:20]([O:26][C:28]4[CH:35]=[CH:34][C:31]([C:32]#[N:33])=[CH:30][CH:29]=4)[CH:21]=[CH:22][C:23]=3[F:25])[CH2:18][CH2:17]2)=[CH:13][CH:14]=1)=[O:5])[CH3:2].